Dataset: Reaction yield outcomes from USPTO patents with 853,638 reactions. Task: Predict the reaction yield, written as a fraction of the theoretical maximum amount of product (1.0 means a 100% yield; for example, 0.34 means a 34% yield). (1) The reactants are [NH2:1][C:2]1[CH:10]=[C:9]2[C:5]([C:6](=CC3NC4CCN(CCN(CC)CC)C(=O)C=4C=3C)[C:7](=[O:11])[NH:8]2)=[CH:4][C:3]=1[F:31].N1CCCCC1.[CH3:38][O:39][CH2:40][C:41](Cl)=[O:42]. The catalyst is O1CCCC1. The product is [F:31][C:3]1[CH:4]=[C:5]2[C:9](=[CH:10][C:2]=1[NH:1][C:41](=[O:42])[CH2:40][O:39][CH3:38])[NH:8][C:7](=[O:11])[CH2:6]2. The yield is 0.692. (2) The reactants are C1(P(C2CCCCC2)C2C=CC=CC=2C2C(OC)=CC=CC=2OC)CCCCC1.C(=O)([O-])[O-].[K+].[K+].[F:36][C:37]1[CH:70]=[N:69][C:40]2[N:41]([C:62]3[CH:67]=[CH:66][CH:65]=[C:64](I)[CH:63]=3)[C:42](=[O:61])[N:43]([C@@H:46]3[CH2:51][CH2:50][C@H:49]([NH:52][C:53](=[O:60])[C@H:54]4[CH2:58][CH2:57][CH2:56][N:55]4[CH3:59])[CH2:48][CH2:47]3)[C:44](=[O:45])[C:39]=2[CH:38]=1.[CH3:71][N:72]([CH2:74][C:75]1[CH:80]=[CH:79][CH:78]=[CH:77][C:76]=1B(O)O)[CH3:73]. The catalyst is C(#N)C.O.C([O-])(=O)C.[Pd+2].C([O-])(=O)C. The product is [CH3:71][N:72]([CH2:74][C:75]1[CH:80]=[CH:79][CH:78]=[CH:77][C:76]=1[C:64]1[CH:65]=[CH:66][CH:67]=[C:62]([N:41]2[C:40]3[N:69]=[CH:70][C:37]([F:36])=[CH:38][C:39]=3[C:44](=[O:45])[N:43]([C@@H:46]3[CH2:47][CH2:48][C@H:49]([NH:52][C:53](=[O:60])[C@H:54]4[CH2:58][CH2:57][CH2:56][N:55]4[CH3:59])[CH2:50][CH2:51]3)[C:42]2=[O:61])[CH:63]=1)[CH3:73]. The yield is 0.0200. (3) The reactants are Br[C:2]1[CH:7]=[CH:6][CH:5]=[CH:4][N:3]=1.C([Li])CCC.N1C=CC=CC=1[Li].[CH2:20]([Si:23](Cl)([CH3:25])[CH3:24])[CH:21]=[CH2:22]. The catalyst is CCOCC.O. The product is [CH2:20]([Si:23]([CH3:25])([CH3:24])[C:2]1[CH:7]=[CH:6][CH:5]=[CH:4][N:3]=1)[CH:21]=[CH2:22]. The yield is 0.540. (4) The reactants are Cl[C:2]1[N:10]=[C:9]([F:11])[N:8]=[C:7]2[C:3]=1[N:4]=[CH:5][N:6]2[CH:12]([CH3:14])[CH3:13].C(N(C(C)C)CC)(C)C.[CH:24]1([CH2:27][NH2:28])[CH2:26][CH2:25]1. The catalyst is C(O)C. The product is [CH:24]1([CH2:27][NH:28][C:2]2[N:10]=[C:9]([F:11])[N:8]=[C:7]3[C:3]=2[N:4]=[CH:5][N:6]3[CH:12]([CH3:14])[CH3:13])[CH2:26][CH2:25]1. The yield is 0.830. (5) The reactants are Br[CH2:2][C:3]([C:5]1[CH:10]=[CH:9][C:8]([S:11]([CH3:14])(=[O:13])=[O:12])=[CH:7][CH:6]=1)=O.[Cl:15][C:16]1[CH:17]=[C:18]([NH:23][C:24]([NH2:26])=[S:25])[CH:19]=[CH:20][C:21]=1[Cl:22]. No catalyst specified. The product is [Cl:15][C:16]1[CH:17]=[C:18]([NH:23][C:24]2[S:25][CH:2]=[C:3]([C:5]3[CH:10]=[CH:9][C:8]([S:11]([CH3:14])(=[O:13])=[O:12])=[CH:7][CH:6]=3)[N:26]=2)[CH:19]=[CH:20][C:21]=1[Cl:22]. The yield is 0.780. (6) The reactants are [C:1]([O:5][C:6]([NH:8][C@H:9]([C:22]([NH:24][CH2:25][C:26]([OH:28])=[O:27])=[O:23])[CH2:10][CH2:11][CH2:12][CH2:13][NH:14][C:15]([O:17][C:18]([CH3:21])([CH3:20])[CH3:19])=[O:16])=[O:7])([CH3:4])([CH3:3])[CH3:2].O[N:30]1[C:34](=[O:35])[CH2:33][CH2:32][C:31]1=[O:36].C1CCC(N=C=NC2CCCCC2)CC1. The catalyst is CC#N. The product is [C:31]1(=[O:36])[N:30]([N:24]([C:22](=[O:23])[C@H:9]([CH2:10][CH2:11][CH2:12][CH2:13][NH:14][C:15]([O:17][C:18]([CH3:19])([CH3:20])[CH3:21])=[O:16])[NH:8][C:6]([O:5][C:1]([CH3:2])([CH3:3])[CH3:4])=[O:7])[CH2:25][C:26]([OH:28])=[O:27])[C:34](=[O:35])[CH2:33][CH2:32]1. The yield is 0.680.